This data is from Forward reaction prediction with 1.9M reactions from USPTO patents (1976-2016). The task is: Predict the product of the given reaction. (1) Given the reactants Br[C:2]1[CH:3]=[C:4]([NH2:8])[CH:5]=[CH:6][CH:7]=1.CCO.C([O-])([O-])=O.[Na+].[Na+].CC1C(C)OB([C:25]2[CH:26]=[N:27][N:28]([CH3:30])[CH:29]=2)O1, predict the reaction product. The product is: [CH3:30][N:28]1[CH:29]=[C:25]([C:2]2[CH:3]=[C:4]([NH2:8])[CH:5]=[CH:6][CH:7]=2)[CH:26]=[N:27]1. (2) Given the reactants [Cl:1][C:2]1[CH:10]=[C:9]2[C:5]([C:6]([C:13]3[CH:18]=[C:17]([O:19][CH3:20])[CH:16]=[C:15]([O:21][CH3:22])[CH:14]=3)(O)[C:7](=[O:11])[NH:8]2)=[CH:4][CH:3]=1.C([SiH](CC)CC)C.FC(F)(F)C(O)=O.C(=O)([O-])[O-].[Na+].[Na+], predict the reaction product. The product is: [Cl:1][C:2]1[CH:10]=[C:9]2[C:5]([CH:6]([C:13]3[CH:18]=[C:17]([O:19][CH3:20])[CH:16]=[C:15]([O:21][CH3:22])[CH:14]=3)[C:7](=[O:11])[NH:8]2)=[CH:4][CH:3]=1.